Dataset: Reaction yield outcomes from USPTO patents with 853,638 reactions. Task: Predict the reaction yield, written as a fraction of the theoretical maximum amount of product (1.0 means a 100% yield; for example, 0.34 means a 34% yield). (1) The reactants are [S:1]1[C:5]([C:6](O)=[O:7])=[CH:4][CH:3]2[S:9][CH:10]=[CH:11][CH:2]12.C1C=C[C:15]2[N:20]([OH:21])N=NC=2C=1.[CH3:22]CN(C(C)C)C(C)C.CCN=C=NCCCN(C)C. The catalyst is CN(C=O)C.CCOC(C)=O. The product is [CH3:22][O:21][N:20]([CH3:15])[C:6]([C:5]1[S:1][CH:2]2[CH:11]=[CH:10][S:9][CH:3]2[CH:4]=1)=[O:7]. The yield is 0.800. (2) The reactants are [BH4-].[Na+].C([O:5][C:6](=O)[CH:7]([N:17]1[CH:21]=[CH:20][N:19]=[CH:18]1)[N:8]1[CH2:12][CH:11]([CH2:13][CH2:14][CH3:15])[CH2:10][C:9]1=[O:16])C. The catalyst is CCO. The product is [OH:5][CH2:6][CH:7]([N:8]1[CH2:12][CH:11]([CH2:13][CH2:14][CH3:15])[CH2:10][C:9]1=[O:16])[N:17]1[CH:21]=[CH:20][N:19]=[CH:18]1. The yield is 0.680. (3) The yield is 0.730. The reactants are [H-].[Na+].[CH3:3]CCCCC.CI.[OH:11][C@@H:12]([C@@H:17]1[CH2:21][CH2:20][CH2:19][N:18]1[C:22]([O:24][C:25]([CH3:28])([CH3:27])[CH3:26])=[O:23])[C@@H:13]([CH3:16])[CH:14]=[CH2:15]. The product is [CH3:3][O:11][C@@H:12]([C@@H:17]1[CH2:21][CH2:20][CH2:19][N:18]1[C:22]([O:24][C:25]([CH3:27])([CH3:26])[CH3:28])=[O:23])[C@@H:13]([CH3:16])[CH:14]=[CH2:15]. The catalyst is CN(C)C=O. (4) The reactants are C([O:8][C:9]1[CH:10]=[C:11]([N:15]2[C:19]3[C:20]4[CH:21]=[CH:22][CH:23]=[CH:24][C:25]=4[S:26](=[O:29])(=[O:28])[CH2:27][C:18]=3[C:17]([C:30]([N:32]3[CH2:37][CH2:36][O:35][CH2:34][CH2:33]3)=[O:31])=[N:16]2)[CH:12]=[CH:13][CH:14]=1)C1C=CC=CC=1.[H][H]. The catalyst is CO.[Pd]. The product is [N:32]1([C:30]([C:17]2[C:18]3[CH2:27][S:26](=[O:28])(=[O:29])[C:25]4[CH:24]=[CH:23][CH:22]=[CH:21][C:20]=4[C:19]=3[N:15]([C:11]3[CH:10]=[C:9]([OH:8])[CH:14]=[CH:13][CH:12]=3)[N:16]=2)=[O:31])[CH2:37][CH2:36][O:35][CH2:34][CH2:33]1. The yield is 0.890. (5) The reactants are Br[C:2]1[CH:7]=[CH:6][C:5]([C:8]2[N:9]([CH2:13][O:14][CH2:15][CH2:16][Si:17]([CH3:20])([CH3:19])[CH3:18])[CH:10]=[CH:11][N:12]=2)=[CH:4][CH:3]=1.C([O-])(=O)C.[K+].[CH3:26][C:27]1([CH3:43])[C:31]([CH3:33])([CH3:32])[O:30][B:29]([B:29]2[O:30][C:31]([CH3:33])([CH3:32])[C:27]([CH3:43])([CH3:26])[O:28]2)[O:28]1. The catalyst is O1CCOCC1.C1C=CC(P(C2C=CC=CC=2)[C-]2C=CC=C2)=CC=1.C1C=CC(P(C2C=CC=CC=2)[C-]2C=CC=C2)=CC=1.[Fe+2].Cl[Pd]Cl.C1C=CC(P(C2C=CC=CC=2)[C-]2C=CC=C2)=CC=1.C1C=CC(P(C2C=CC=CC=2)[C-]2C=CC=C2)=CC=1.[Fe+2].ClCCl. The product is [CH3:26][C:27]1([CH3:43])[C:31]([CH3:33])([CH3:32])[O:30][B:29]([C:2]2[CH:7]=[CH:6][C:5]([C:8]3[N:9]([CH2:13][O:14][CH2:15][CH2:16][Si:17]([CH3:20])([CH3:19])[CH3:18])[CH:10]=[CH:11][N:12]=3)=[CH:4][CH:3]=2)[O:28]1. The yield is 0.470.